From a dataset of Catalyst prediction with 721,799 reactions and 888 catalyst types from USPTO. Predict which catalyst facilitates the given reaction. (1) Reactant: [CH3:1][O:2][C:3](=[O:21])[C@H:4]([NH:11][C:12](=[O:20])[C:13]1[CH:18]=[CH:17][CH:16]=[CH:15][C:14]=1[NH2:19])[CH:5]1[CH2:10][CH2:9][CH2:8][CH2:7][CH2:6]1.Cl[C:23](OC(Cl)(Cl)Cl)=[O:24]. Product: [CH3:1][O:2][C:3](=[O:21])[C@@H:4]([CH:5]1[CH2:10][CH2:9][CH2:8][CH2:7][CH2:6]1)[N:11]1[C:12](=[O:20])[C:13]2[C:14](=[CH:15][CH:16]=[CH:17][CH:18]=2)[NH:19][C:23]1=[O:24]. The catalyst class is: 49. (2) Reactant: [CH3:1][O:2][C:3]1[CH:10]=[CH:9][C:6]([CH2:7]Br)=[C:5]([C:11]([F:14])([F:13])[F:12])[CH:4]=1.Cl.Cl.[NH:17]1[CH2:22][CH2:21][CH:20](/[CH:23]=[C:24]2/[C:25]([NH:30][CH2:31][C:32]#[CH:33])=[N:26][C:27](=[O:29])[S:28]/2)[CH2:19][CH2:18]1.C(=O)([O-])[O-].[K+].[K+].O. Product: [CH3:1][O:2][C:3]1[CH:10]=[CH:9][C:6]([CH2:7][N:17]2[CH2:22][CH2:21][CH:20](/[CH:23]=[C:24]3/[C:25]([NH:30][CH2:31][C:32]#[CH:33])=[N:26][C:27](=[O:29])[S:28]/3)[CH2:19][CH2:18]2)=[C:5]([C:11]([F:14])([F:13])[F:12])[CH:4]=1. The catalyst class is: 3. (3) Reactant: [CH2:1]([O:3][C:4](=[O:37])[C:5]([O:29][C:30]1[CH:35]=[CH:34][C:33]([F:36])=[CH:32][CH:31]=1)([CH3:28])[CH:6]([C:14]1[CH:19]=[CH:18][C:17]([O:20]CC2C=CC=CC=2)=[CH:16][CH:15]=1)OC(=O)C(F)(F)F)[CH3:2]. Product: [CH2:1]([O:3][C:4](=[O:37])[C:5]([O:29][C:30]1[CH:35]=[CH:34][C:33]([F:36])=[CH:32][CH:31]=1)([CH3:28])[CH2:6][C:14]1[CH:19]=[CH:18][C:17]([OH:20])=[CH:16][CH:15]=1)[CH3:2]. The catalyst class is: 78. (4) Reactant: Cl[C:2]1[N:3]=[N:4][C:5]([C:8]([F:11])([F:10])[F:9])=[CH:6][CH:7]=1.[CH3:12][N:13]1[CH:17]=[C:16]([C:18]2[CH:19]=[N:20][C:21]3[C:26]([CH:27]=2)=[CH:25][C:24]([CH2:28][C:29]([NH:31][NH2:32])=O)=[CH:23][CH:22]=3)[CH:15]=[N:14]1. Product: [CH3:12][N:13]1[CH:17]=[C:16]([C:18]2[CH:19]=[N:20][C:21]3[C:26]([CH:27]=2)=[CH:25][C:24]([CH2:28][C:29]2[N:3]4[N:4]=[C:5]([C:8]([F:11])([F:10])[F:9])[CH:6]=[CH:7][C:2]4=[N:32][N:31]=2)=[CH:23][CH:22]=3)[CH:15]=[N:14]1. The catalyst class is: 51.